This data is from Reaction yield outcomes from USPTO patents with 853,638 reactions. The task is: Predict the reaction yield, written as a fraction of the theoretical maximum amount of product (1.0 means a 100% yield; for example, 0.34 means a 34% yield). The reactants are [C:1]([C:5]1[O:9][N:8]=[C:7]([NH:10][C:11]([NH:13][C:14]2[CH:19]=[CH:18][CH:17]=[C:16]([OH:20])[CH:15]=2)=[O:12])[CH:6]=1)([CH3:4])([CH3:3])[CH3:2].Cl[C:22]1[C:31]2[C:26](=[CH:27][C:28]([O:34][CH2:35][CH2:36][Cl:37])=[C:29]([O:32][CH3:33])[CH:30]=2)[N:25]=[CH:24][N:23]=1.C([O-])([O-])=O.[Cs+].[Cs+]. The catalyst is C1COCC1.C(OCC)(=O)C. The product is [C:1]([C:5]1[O:9][N:8]=[C:7]([NH:10][C:11]([NH:13][C:14]2[CH:19]=[CH:18][CH:17]=[C:16]([O:20][C:22]3[C:31]4[C:26](=[CH:27][C:28]([O:34][CH2:35][CH2:36][Cl:37])=[C:29]([O:32][CH3:33])[CH:30]=4)[N:25]=[CH:24][N:23]=3)[CH:15]=2)=[O:12])[CH:6]=1)([CH3:4])([CH3:2])[CH3:3]. The yield is 0.930.